Predict the reactants needed to synthesize the given product. From a dataset of Full USPTO retrosynthesis dataset with 1.9M reactions from patents (1976-2016). (1) Given the product [O:20]1[C@@H:15]([CH2:14][N:13]2[CH2:12][CH2:11][N:1]([C:2]3[CH:3]=[C:4]([CH2:8][OH:9])[CH:5]=[CH:6][CH:7]=3)[CH2:26][CH2:25]2)[CH2:16][O:17][C:18]2[CH:24]=[CH:23][CH:22]=[CH:21][C:19]1=2, predict the reactants needed to synthesize it. The reactants are: [NH2:1][C:2]1[CH:3]=[C:4]([CH2:8][OH:9])[CH:5]=[CH:6][CH:7]=1.Cl[CH2:11][CH2:12][N:13]([CH2:25][CH2:26]Cl)[CH2:14][C@@H:15]1[O:20][C:19]2[CH:21]=[CH:22][CH:23]=[CH:24][C:18]=2[O:17][CH2:16]1. (2) Given the product [C:18]1([C:21]2[CH:22]=[CH:23][CH:24]=[CH:25][CH:26]=2)[CH:17]=[CH:16][C:15]([CH2:14][C@H:12]2[N:11](/[CH:27]=[CH:28]/[C:29]3[CH:30]=[CH:31][CH:32]=[CH:33][CH:34]=3)[C:10](=[O:35])[C:9](=[CH2:1])[CH2:13]2)=[CH:20][CH:19]=1, predict the reactants needed to synthesize it. The reactants are: [C:1]([C@@H:9]1[CH2:13][CH:12]([CH2:14][C:15]2[CH:20]=[CH:19][C:18]([C:21]3[CH:26]=[CH:25][CH:24]=[CH:23][CH:22]=3)=[CH:17][CH:16]=2)[N:11](/[CH:27]=[CH:28]/[C:29]2[CH:34]=[CH:33][CH:32]=[CH:31][CH:30]=2)[C:10]1=[O:35])(=O)C1C=CC=CC=1.CCN(C(C)C)C(C)C.[O-]S([O-])(=O)=O.[Mg+2].C=O.Cl. (3) The reactants are: [NH:1]1[CH2:5][CH2:4][C@H:3]([N:6]2[CH:10]=[C:9]([O:11][C:12]3[N:13]=[C:14]([OH:22])[C:15]4[CH:21]=[CH:20][N:19]=[CH:18][C:16]=4[N:17]=3)[CH:8]=[N:7]2)[CH2:2]1.[CH:23]1([C:26](Cl)=[O:27])[CH2:25][CH2:24]1. Given the product [CH:23]1([C:26]([N:1]2[CH2:5][CH2:4][C@H:3]([N:6]3[CH:10]=[C:9]([O:11][C:12]4[N:13]=[C:14]([OH:22])[C:15]5[CH:21]=[CH:20][N:19]=[CH:18][C:16]=5[N:17]=4)[CH:8]=[N:7]3)[CH2:2]2)=[O:27])[CH2:25][CH2:24]1, predict the reactants needed to synthesize it. (4) Given the product [CH3:1][C:2]1([CH2:6][O:7][C:11]2[CH:16]=[CH:15][C:14]([N+:17]([O-:19])=[O:18])=[CH:13][C:12]=2[N:20]2[C:24](=[O:25])[N:23]([CH3:26])[N:22]=[N:21]2)[CH2:5][O:4][CH2:3]1, predict the reactants needed to synthesize it. The reactants are: [CH3:1][C:2]1([CH2:6][OH:7])[CH2:5][O:4][CH2:3]1.[H-].[Na+].F[C:11]1[CH:16]=[CH:15][C:14]([N+:17]([O-:19])=[O:18])=[CH:13][C:12]=1[N:20]1[C:24](=[O:25])[N:23]([CH3:26])[N:22]=[N:21]1.C(OCC)(=O)C. (5) Given the product [CH2:1]([O:8][C:9]1[C:16]([CH3:17])=[CH:15][CH:14]=[CH:13][C:10]=1/[CH:11]=[CH:19]\[C:20]([OH:22])=[O:21])[C:2]1[CH:7]=[CH:6][CH:5]=[CH:4][CH:3]=1, predict the reactants needed to synthesize it. The reactants are: [CH2:1]([O:8][C:9]1[C:16]([CH3:17])=[CH:15][CH:14]=[CH:13][C:10]=1[CH:11]=O)[C:2]1[CH:7]=[CH:6][CH:5]=[CH:4][CH:3]=1.C(O)(=O)[CH2:19][C:20]([OH:22])=[O:21].N1CCCCC1. (6) Given the product [Cl:1][C:2]1[CH:7]=[C:6]([NH:8][C:19]2[CH:24]=[CH:23][C:22]([CH3:25])=[CH:21][CH:20]=2)[CH:5]=[C:4]([C:9]2[CH:14]=[C:13]([Cl:15])[CH:12]=[CH:11][C:10]=2[O:16][CH3:17])[N:3]=1, predict the reactants needed to synthesize it. The reactants are: [Cl:1][C:2]1[CH:7]=[C:6]([NH2:8])[CH:5]=[C:4]([C:9]2[CH:14]=[C:13]([Cl:15])[CH:12]=[CH:11][C:10]=2[O:16][CH3:17])[N:3]=1.B(O)(O)[C:19]1[CH:20]=[CH:21][C:22]([CH3:25])=[CH:23][CH:24]=1.C(N(CC)CC)C. (7) The reactants are: [CH2:1]([NH:5][C:6]([C:8]1[CH:29]=[CH:28][C:11]2[S:12][C:13]3[CH:27]=[CH:26][CH:25]=[CH:24][C:14]=3[C:15]([C:17]3[CH:22]=[CH:21][C:20]([Cl:23])=[CH:19][CH:18]=3)=[N:16][C:10]=2[CH:9]=1)=[O:7])[CH2:2][CH2:3][CH3:4].OO.C(=O)(O)[O-:33].[Na+]. Given the product [CH2:1]([NH:5][C:6]([C:8]1[CH:29]=[CH:28][C:11]2[S:12](=[O:33])[C:13]3[CH:27]=[CH:26][CH:25]=[CH:24][C:14]=3[C:15]([C:17]3[CH:22]=[CH:21][C:20]([Cl:23])=[CH:19][CH:18]=3)=[N:16][C:10]=2[CH:9]=1)=[O:7])[CH2:2][CH2:3][CH3:4], predict the reactants needed to synthesize it. (8) Given the product [O:20]=[C:10]1[N:9]([CH2:8][C:6]2[CH:5]=[CH:4][N:3]=[C:2]([NH:1][C:24]([CH:21]3[CH2:23][CH2:22]3)=[O:25])[CH:7]=2)[C:14]2[CH:15]=[CH:16][CH:17]=[CH:18][C:13]=2[C:12](=[O:19])[O:11]1, predict the reactants needed to synthesize it. The reactants are: [NH2:1][C:2]1[CH:7]=[C:6]([CH2:8][N:9]2[C:14]3[CH:15]=[CH:16][CH:17]=[CH:18][C:13]=3[C:12](=[O:19])[O:11][C:10]2=[O:20])[CH:5]=[CH:4][N:3]=1.[CH:21]1([C:24](Cl)=[O:25])[CH2:23][CH2:22]1. (9) Given the product [F:30][C:2]([F:29])([F:1])[C:3]([N:5]1[CH:10]2[CH2:11][CH2:12][CH:6]1[CH2:7][C:8](=[C:13]1[C:26]3[CH:25]=[CH:24][C:23]([C:27]4[NH:33][N:32]=[N:31][N:28]=4)=[CH:22][C:21]=3[O:20][C:19]3[C:14]1=[CH:15][CH:16]=[CH:17][CH:18]=3)[CH2:9]2)=[O:4], predict the reactants needed to synthesize it. The reactants are: [F:1][C:2]([F:30])([F:29])[C:3]([N:5]1[CH:10]2[CH2:11][CH2:12][CH:6]1[CH2:7][C:8](=[C:13]1[C:26]3[CH:25]=[CH:24][C:23]([C:27]#[N:28])=[CH:22][C:21]=3[O:20][C:19]3[C:14]1=[CH:15][CH:16]=[CH:17][CH:18]=3)[CH2:9]2)=[O:4].[N-:31]=[N+:32]=[N-:33].[Na+].[NH4+].[Cl-]. (10) Given the product [CH3:1][NH:2][C:3]([C:5]1[C:6]2[CH2:7][C@@H:8]([OH:26])[C@@H:9]([C:20]3[CH:25]=[CH:24][CH:23]=[CH:22][CH:21]=3)[NH:10][C:11]=2[C:12]2[N:17]=[C:16]([CH3:18])[N:15]([CH3:19])[C:13]=2[CH:14]=1)=[O:4], predict the reactants needed to synthesize it. The reactants are: [CH3:1][NH:2][C:3]([C:5]1[C:6]2[C@@H:7](O)[C@H:8]([OH:26])[C@@H:9]([C:20]3[CH:25]=[CH:24][CH:23]=[CH:22][CH:21]=3)[NH:10][C:11]=2[C:12]2[N:17]=[C:16]([CH3:18])[N:15]([CH3:19])[C:13]=2[CH:14]=1)=[O:4].FC(F)(F)C(O)=O.C([SiH](CC)CC)C.[OH-].[Na+].